From a dataset of Reaction yield outcomes from USPTO patents with 853,638 reactions. Predict the reaction yield, written as a fraction of the theoretical maximum amount of product (1.0 means a 100% yield; for example, 0.34 means a 34% yield). (1) The reactants are C[Si](C)(C)[N-][Si](C)(C)C.[Li+].[F:11][C:12]([F:22])([F:21])[C@H:13]([CH3:20])[CH2:14][C:15]([O:17][CH2:18][CH3:19])=[O:16].Br[C:24]1[CH:29]=[CH:28][C:27]([CH2:30][CH3:31])=[CH:26][CH:25]=1.C1CCCCC1. The catalyst is C1(C)C=CC=CC=1.C([O-])(=O)C.[Pd+2].C([O-])(=O)C.C1(P(C2CCCCC2)C2C=CC=CC=2C2C=CC=CC=2N(C)C)CCCCC1.C1CCCCC1.C(OCC)(=O)C. The product is [CH2:30]([C:27]1[CH:28]=[CH:29][C:24]([CH:14]([C@@H:13]([CH3:20])[C:12]([F:21])([F:22])[F:11])[C:15]([O:17][CH2:18][CH3:19])=[O:16])=[CH:25][CH:26]=1)[CH3:31]. The yield is 0.649. (2) The reactants are [CH3:1][C:2]1[O:6][N:5]=[C:4]([C:7]2[CH:12]=[CH:11][CH:10]=[CH:9][CH:8]=2)[C:3]=1[CH2:13][O:14][C:15]1[CH:23]=[CH:22][C:18]([C:19]([OH:21])=O)=[CH:17][N:16]=1.Cl.[CH2:25]([O:27][C:28](=[O:32])[CH:29]([CH3:31])[NH2:30])[CH3:26]. No catalyst specified. The product is [CH2:25]([O:27][C:28](=[O:32])[CH:29]([NH:30][C:19]([C:18]1[CH:17]=[N:16][C:15]([O:14][CH2:13][C:3]2[C:4]([C:7]3[CH:8]=[CH:9][CH:10]=[CH:11][CH:12]=3)=[N:5][O:6][C:2]=2[CH3:1])=[CH:23][CH:22]=1)=[O:21])[CH3:31])[CH3:26]. The yield is 0.170.